This data is from Catalyst prediction with 721,799 reactions and 888 catalyst types from USPTO. The task is: Predict which catalyst facilitates the given reaction. (1) Reactant: [CH3:1][O:2][C:3]1[CH:4]=[C:5]([NH2:9])[CH:6]=[CH:7][CH:8]=1.[Li+].C[Si]([N-][Si](C)(C)C)(C)C.F[C:21]1[CH:26]=[C:25]([F:27])[CH:24]=[CH:23][C:22]=1[N+:28]([O-:30])=[O:29]. Product: [F:27][C:25]1[CH:24]=[CH:23][C:22]([N+:28]([O-:30])=[O:29])=[C:21]([NH:9][C:5]2[CH:6]=[CH:7][CH:8]=[C:3]([O:2][CH3:1])[CH:4]=2)[CH:26]=1. The catalyst class is: 1. (2) Reactant: [OH:1][C:2]1[CH:10]=[C:6]([C:7]([OH:9])=[O:8])[C:5]([NH2:11])=[CH:4][CH:3]=1.C(=O)([O-])O.[Na+].Cl[C:18]([O:20][CH2:21][C:22]1[CH:27]=[CH:26][CH:25]=[CH:24][CH:23]=1)=[O:19].Cl. Product: [CH2:21]([O:20][C:18]([NH:11][C:5]1[CH:4]=[CH:3][C:2]([OH:1])=[CH:10][C:6]=1[C:7]([OH:9])=[O:8])=[O:19])[C:22]1[CH:27]=[CH:26][CH:25]=[CH:24][CH:23]=1. The catalyst class is: 280. (3) Reactant: [CH3:1][O:2][C:3](=[O:19])[CH2:4][CH:5]([NH:9][C:10]([C:12]1[CH:13]=[N:14][C:15]([Cl:18])=[CH:16][CH:17]=1)=[O:11])[C:6](=O)[CH3:7].S(=O)(=O)(O)O. Product: [CH3:1][O:2][C:3](=[O:19])[CH2:4][C:5]1[N:9]=[C:10]([C:12]2[CH:13]=[N:14][C:15]([Cl:18])=[CH:16][CH:17]=2)[O:11][C:6]=1[CH3:7]. The catalyst class is: 152. (4) Reactant: Cl.Cl[CH2:3][CH2:4][NH:5][CH2:6][CH2:7]Cl.C(=O)([O-])[O-].[Na+].[Na+].[CH3:15][N:16]([CH3:24])[C:17]1[CH:22]=[CH:21][CH:20]=[C:19]([NH2:23])[CH:18]=1.ClCCl. Product: [CH3:15][N:16]([CH3:24])[C:17]1[CH:22]=[CH:21][CH:20]=[C:19]([N:23]2[CH2:7][CH2:6][NH:5][CH2:4][CH2:3]2)[CH:18]=1. The catalyst class is: 729.